Dataset: Forward reaction prediction with 1.9M reactions from USPTO patents (1976-2016). Task: Predict the product of the given reaction. Given the reactants [C:1]([NH:4][CH:5]([CH3:9])[C:6]([OH:8])=[O:7])(=[O:3])[CH3:2].[CH3:10]O, predict the reaction product. The product is: [CH3:10][O:7][C:6](=[O:8])[CH:5]([NH:4][C:1](=[O:3])[CH3:2])[CH3:9].